From a dataset of Peptide-MHC class II binding affinity with 134,281 pairs from IEDB. Regression. Given a peptide amino acid sequence and an MHC pseudo amino acid sequence, predict their binding affinity value. This is MHC class II binding data. (1) The peptide sequence is VPEDPEDSALLE. The MHC is DRB1_0404 with pseudo-sequence DRB1_0404. The binding affinity (normalized) is 0. (2) The peptide sequence is AFKVAAAAANAAPAN. The MHC is DRB1_0901 with pseudo-sequence DRB1_0901. The binding affinity (normalized) is 0.626. (3) The MHC is DRB1_0101 with pseudo-sequence DRB1_0101. The peptide sequence is IGEMLLLPNDRVLDI. The binding affinity (normalized) is 0.868. (4) The peptide sequence is GAMVATNFFGINTIP. The MHC is DRB1_0404 with pseudo-sequence DRB1_0404. The binding affinity (normalized) is 0.181.